Dataset: Catalyst prediction with 721,799 reactions and 888 catalyst types from USPTO. Task: Predict which catalyst facilitates the given reaction. (1) Product: [Cl:1][C:2]1[CH:7]=[CH:6][C:5]([N:8]2[C:16](=[O:17])[C:15]3[N:14]=[CH:13][N:12]([C:18]4[CH:23]=[CH:22][CH:21]=[CH:20][CH:19]=4)[C:11]=3[N:10]=[C:9]2[C:24]2[CH:29]=[CH:28][C:27]([C:36]3[CH:41]=[CH:40][N:39]=[CH:38][CH:37]=3)=[CH:26][CH:25]=2)=[CH:4][CH:3]=1. Reactant: [Cl:1][C:2]1[CH:7]=[CH:6][C:5]([N:8]2[C:16](=[O:17])[C:15]3[N:14]=[CH:13][N:12]([C:18]4[CH:23]=[CH:22][CH:21]=[CH:20][CH:19]=4)[C:11]=3[N:10]=[C:9]2[C:24]2[CH:29]=[CH:28][C:27](I)=[CH:26][CH:25]=2)=[CH:4][CH:3]=1.C([Sn](CCCC)(CCCC)[C:36]1[CH:41]=[CH:40][N:39]=[CH:38][CH:37]=1)CCC. The catalyst class is: 492. (2) Reactant: C(Cl)CCl.[OH:5][C:6]1[C:7]2[CH:8]=[C:9]([CH:17]=[CH:18][C:19]([OH:21])=O)[CH:10]=[N:11][C:12]=2[NH:13][C:14](=[O:16])[CH:15]=1.[CH2:22]([O:24][C:25]1[C:33]([O:34][CH3:35])=[CH:32][CH:31]=[CH:30][C:26]=1[CH2:27][NH:28][CH3:29])[CH3:23].C1C=CC2N(O)N=NC=2C=1.O.CCN(C(C)C)C(C)C. Product: [CH2:22]([O:24][C:25]1[C:33]([O:34][CH3:35])=[CH:32][CH:31]=[CH:30][C:26]=1[CH2:27][N:28]([CH3:29])[C:19](=[O:21])[CH:18]=[CH:17][C:9]1[CH:10]=[N:11][C:12]2[NH:13][C:14](=[O:16])[CH:15]=[C:6]([OH:5])[C:7]=2[CH:8]=1)[CH3:23]. The catalyst class is: 18.